Binary Classification. Given a T-cell receptor sequence (or CDR3 region) and an epitope sequence, predict whether binding occurs between them. From a dataset of TCR-epitope binding with 47,182 pairs between 192 epitopes and 23,139 TCRs. The epitope is LQPFPQPELPYPQPQ. The TCR CDR3 sequence is CASSSPDRVISGNTIYF. Result: 0 (the TCR does not bind to the epitope).